This data is from Forward reaction prediction with 1.9M reactions from USPTO patents (1976-2016). The task is: Predict the product of the given reaction. (1) Given the reactants [CH3:1][O:2][C:3]1[CH:4]=[C:5]([CH:8]=[CH:9][C:10]=1[O:11][CH2:12][C:13]1[N:14]([CH3:24])[CH:15]=[C:16]([C:18]2[CH:23]=[CH:22][CH:21]=[CH:20][CH:19]=2)[N:17]=1)[CH:6]=[O:7].C(O)C.[BH4-].[Na+].O, predict the reaction product. The product is: [CH3:1][O:2][C:3]1[CH:4]=[C:5]([CH2:6][OH:7])[CH:8]=[CH:9][C:10]=1[O:11][CH2:12][C:13]1[N:14]([CH3:24])[CH:15]=[C:16]([C:18]2[CH:19]=[CH:20][CH:21]=[CH:22][CH:23]=2)[N:17]=1. (2) Given the reactants [Br:1][C:2]1[CH:7]=[CH:6][C:5]([CH:8]([CH3:12])[C:9](O)=[O:10])=[CH:4][CH:3]=1.C([N:15](CC)CC)C.ClC(OCC(C)C)=O, predict the reaction product. The product is: [Br:1][C:2]1[CH:7]=[CH:6][C:5]([CH:8]([CH3:12])[C:9]([NH2:15])=[O:10])=[CH:4][CH:3]=1. (3) Given the reactants [CH3:1][O:2][C:3](=[O:11])[CH:4]=[C:5]1[CH2:10][CH2:9][CH2:8][CH2:7][CH2:6]1, predict the reaction product. The product is: [CH3:1][O:2][C:3](=[O:11])[CH2:4][CH:5]1[CH2:6][CH2:7][CH2:8][CH2:9][CH2:10]1. (4) Given the reactants [CH3:1][O:2][N:3]=[C:4]1[C:12]2[C:7](=[CH:8][C:9]([CH:13]=O)=[CH:10][CH:11]=2)[CH2:6][CH2:5]1.[CH3:15][O:16][C:17]1[CH:22]=[CH:21][C:20]([C:23](=[O:25])[CH3:24])=[CH:19][CH:18]=1, predict the reaction product. The product is: [CH3:1][O:2][N:3]=[C:4]1[C:12]2[C:7](=[CH:8][C:9](/[CH:13]=[CH:24]/[C:23]([C:20]3[CH:21]=[CH:22][C:17]([O:16][CH3:15])=[CH:18][CH:19]=3)=[O:25])=[CH:10][CH:11]=2)[CH2:6][CH2:5]1. (5) The product is: [I:15][C:10]1[C:11](=[O:14])[O:12][CH2:13][C:9]=1[C:6]1[CH:7]=[CH:8][C:3]([S:2][CH3:1])=[CH:4][CH:5]=1. Given the reactants [CH3:1][S:2][C:3]1[CH:8]=[CH:7][C:6]([C:9]2[CH2:13][O:12][C:11](=[O:14])[CH:10]=2)=[CH:5][CH:4]=1.[I:15]I, predict the reaction product. (6) Given the reactants [CH3:1][N:2]1[C:10]2[C:5](=[CH:6][CH:7]=[CH:8][CH:9]=2)[CH:4]=[C:3]1[C:11](Cl)=[O:12].[NH2:14][C:15]1[C:20]2[C:21]([C:24]3[CH:29]=[CH:28][C:27]([NH2:30])=[C:26]([O:31][CH3:32])[CH:25]=3)=[CH:22][S:23][C:19]=2[C:18]([NH:33][C:34](=[O:42])[CH2:35][CH2:36][N:37]([CH2:40][CH3:41])[CH2:38][CH3:39])=[CH:17][N:16]=1, predict the reaction product. The product is: [NH2:14][C:15]1[C:20]2[C:21]([C:24]3[CH:29]=[CH:28][C:27]([NH:30][C:11]([C:3]4[N:2]([CH3:1])[C:10]5[C:5]([CH:4]=4)=[CH:6][CH:7]=[CH:8][CH:9]=5)=[O:12])=[C:26]([O:31][CH3:32])[CH:25]=3)=[CH:22][S:23][C:19]=2[C:18]([NH:33][C:34](=[O:42])[CH2:35][CH2:36][N:37]([CH2:38][CH3:39])[CH2:40][CH3:41])=[CH:17][N:16]=1. (7) Given the reactants [C:1]1(P(C2C=CC=CC=2)C2C=CC=CC=2)C=CC=CC=1.C1([O-])C=CC=CC=1.[K+].[CH3:43][C:38]1([CH3:44])[C:39]([CH3:42])([CH3:41])[O:40][B:36]([B:36]2[O:40][C:39]([CH3:42])([CH3:41])[C:38]([CH3:44])([CH3:43])[O:37]2)[O:37]1.[C:46]1([CH3:52])[CH:51]=[CH:50][CH:49]=[CH:48][CH:47]=1, predict the reaction product. The product is: [CH3:52][C:46]1([CH3:1])[C:51]([B:36]2[O:37][C:38]([CH3:43])([CH3:44])[C:39]([CH3:41])([CH3:42])[O:40]2)=[CH:50][CH2:49][CH2:48][CH2:47]1.